This data is from Catalyst prediction with 721,799 reactions and 888 catalyst types from USPTO. The task is: Predict which catalyst facilitates the given reaction. (1) Reactant: [Br:1][C:2]1[CH:3]=[C:4]([NH2:17])[C:5]([NH:8][CH2:9][CH2:10][N:11]2[CH2:16][CH2:15][O:14][CH2:13][CH2:12]2)=[CH:6][CH:7]=1.[C:18]([O-])(O)=[O:19].[Na+].ClC(OC1C=CC=CC=1)=O.[OH-].[Na+]. Product: [Br:1][C:2]1[CH:7]=[CH:6][C:5]2[N:8]([CH2:9][CH2:10][N:11]3[CH2:16][CH2:15][O:14][CH2:13][CH2:12]3)[C:18](=[O:19])[NH:17][C:4]=2[CH:3]=1. The catalyst class is: 24. (2) Reactant: C([O:8][C:9]1[CH:36]=[CH:35][C:34]([O:37][CH:38]2[CH2:43][CH2:42][N:41]([CH3:44])[CH2:40][CH2:39]2)=[CH:33][C:10]=1[C:11]([NH:13][C:14]1[CH:26]=[C:25]([C:27]2[CH:32]=[CH:31][CH:30]=[CH:29][CH:28]=2)[CH:24]=[CH:23][C:15]=1[C:16]([O:18][C:19]([CH3:22])([CH3:21])[CH3:20])=[O:17])=[O:12])C1C=CC=CC=1. Product: [OH:8][C:9]1[CH:36]=[CH:35][C:34]([O:37][CH:38]2[CH2:39][CH2:40][N:41]([CH3:44])[CH2:42][CH2:43]2)=[CH:33][C:10]=1[C:11]([NH:13][C:14]1[CH:26]=[C:25]([C:27]2[CH:32]=[CH:31][CH:30]=[CH:29][CH:28]=2)[CH:24]=[CH:23][C:15]=1[C:16]([O:18][C:19]([CH3:22])([CH3:21])[CH3:20])=[O:17])=[O:12]. The catalyst class is: 352. (3) Reactant: Cl.[CH3:2][C@@H:3]1[CH2:7][CH2:6][CH2:5][N:4]1[CH2:8][CH2:9][C:10]1[CH:15]=[CH:14][C:13](B(O)O)=[CH:12][CH:11]=1.Br[C:20]1[CH:25]=[CH:24][C:23]([CH2:26][CH2:27][CH2:28][C:29]([OH:31])=[O:30])=[CH:22][CH:21]=1.C([O-])([O-])=O.[K+].[K+]. Product: [CH3:2][C@@H:3]1[CH2:7][CH2:6][CH2:5][N:4]1[CH2:8][CH2:9][C:10]1[CH:15]=[CH:14][C:13]([C:20]2[CH:25]=[CH:24][C:23]([CH2:26][CH2:27][CH2:28][C:29]([OH:31])=[O:30])=[CH:22][CH:21]=2)=[CH:12][CH:11]=1. The catalyst class is: 93. (4) Reactant: [SH:1][C:2]1[NH:6][N:5]=[C:4]([C:7]2[CH:8]=[C:9]([CH:12]=[CH:13][CH:14]=2)[C:10]#[N:11])[C:3]=1[C:15]1[CH:20]=[CH:19][N:18]=[CH:17][CH:16]=1.C(=O)([O-])[O-].[K+].[K+].Br[CH2:28][CH2:29]Br. The catalyst class is: 3. Product: [N:18]1[CH:19]=[CH:20][C:15]([C:3]2[C:4]([C:7]3[CH:8]=[C:9]([CH:12]=[CH:13][CH:14]=3)[C:10]#[N:11])=[N:5][N:6]3[CH2:29][CH2:28][S:1][C:2]=23)=[CH:16][CH:17]=1. (5) Product: [Cl:1][C:2]1[CH:7]=[CH:6][C:5]([C@H:8]2[CH2:13][C@@H:12]([C:14]3[O:18][NH:17][C:16](=[O:19])[CH:15]=3)[CH2:11][CH2:10][N:9]2[C:20]([O:22][CH3:23])=[O:21])=[CH:4][CH:3]=1.[Cl:1][C:2]1[CH:7]=[CH:6][C:5]([C@@H:8]2[CH2:13][C@H:12]([C:14]3[O:18][NH:17][C:16](=[O:19])[CH:15]=3)[CH2:11][CH2:10][N:9]2[C:20]([O:22][CH3:23])=[O:21])=[CH:4][CH:3]=1. The catalyst class is: 10. Reactant: [Cl:1][C:2]1[CH:7]=[CH:6][C:5]([C@H:8]2[CH2:13][C@@H:12]([C:14]3[O:18][NH:17][C:16](=[O:19])[CH:15]=3)[CH2:11][CH2:10][N:9]2[C:20]([O:22][CH3:23])=[O:21])=[CH:4][CH:3]=1.CCO.